Dataset: Forward reaction prediction with 1.9M reactions from USPTO patents (1976-2016). Task: Predict the product of the given reaction. (1) Given the reactants [CH2:1]([O:8][C:9]1[CH:10]=[C:11]([CH2:17][CH2:18][NH:19][C:20](=O)/[CH:21]=[CH:22]/[C:23]2[CH:24]=[N:25][N:26]([CH2:28][CH3:29])[CH:27]=2)[CH:12]=[CH:13][C:14]=1[O:15][CH3:16])[C:2]1[CH:7]=[CH:6][CH:5]=[CH:4][CH:3]=1.O=P(Cl)(Cl)Cl.[BH4-].[Na+], predict the reaction product. The product is: [CH2:1]([O:8][C:9]1[CH:10]=[C:11]2[C:12](=[CH:13][C:14]=1[O:15][CH3:16])[CH:20](/[CH:21]=[CH:22]/[C:23]1[CH:24]=[N:25][N:26]([CH2:28][CH3:29])[CH:27]=1)[NH:19][CH2:18][CH2:17]2)[C:2]1[CH:7]=[CH:6][CH:5]=[CH:4][CH:3]=1. (2) The product is: [Br:75][C:76]1[CH:77]=[C:78]([C@@H:82]2[C@@H:83]([C:84]3[CH:85]=[C:86]([CH:89]=[CH:90][CH:91]=3)[C:87]#[N:88])[O:8][C:1](=[O:3])[NH:2]2)[CH:79]=[N:80][CH:81]=1. Given the reactants [C:1](=[O:8])([O:3]C(C)(C)C)[NH2:2].[OH-].[Na+].ClOC(C)(C)C.CC[C@@H]1[C@@H]2C[C@H]([C@@H](OC3C4C(=CC=CC=4)C(O[C@@H](C4C=CN=C5C=4C=C(OC)C=C5)[C@@H]4N5C[C@H](CC)[C@@H](CC5)C4)=NN=3)C3C=CN=C4C=3C=C(OC)C=C4)N(CC2)C1.[Br:75][C:76]1[CH:77]=[C:78](/[CH:82]=[CH:83]/[C:84]2[CH:85]=[C:86]([CH:89]=[CH:90][CH:91]=2)[C:87]#[N:88])[CH:79]=[N:80][CH:81]=1.CC(C)([O-])C.[K+], predict the reaction product.